Dataset: NCI-60 drug combinations with 297,098 pairs across 59 cell lines. Task: Regression. Given two drug SMILES strings and cell line genomic features, predict the synergy score measuring deviation from expected non-interaction effect. (1) Drug 1: C1=CN(C=N1)CC(O)(P(=O)(O)O)P(=O)(O)O. Cell line: NCI-H226. Drug 2: CN(CCCl)CCCl.Cl. Synergy scores: CSS=-9.05, Synergy_ZIP=11.2, Synergy_Bliss=13.1, Synergy_Loewe=-4.89, Synergy_HSA=-2.61. (2) Drug 1: C1=CN(C(=O)N=C1N)C2C(C(C(O2)CO)O)O.Cl. Drug 2: C1CC(C1)(C(=O)O)C(=O)O.[NH2-].[NH2-].[Pt+2]. Cell line: NCI-H460. Synergy scores: CSS=33.0, Synergy_ZIP=1.87, Synergy_Bliss=2.45, Synergy_Loewe=-19.8, Synergy_HSA=3.55. (3) Drug 1: C1=CC(=C2C(=C1NCCNCCO)C(=O)C3=C(C=CC(=C3C2=O)O)O)NCCNCCO. Drug 2: CN(C(=O)NC(C=O)C(C(C(CO)O)O)O)N=O. Cell line: HL-60(TB). Synergy scores: CSS=36.5, Synergy_ZIP=-3.02, Synergy_Bliss=-6.18, Synergy_Loewe=-39.6, Synergy_HSA=-4.05. (4) Drug 1: B(C(CC(C)C)NC(=O)C(CC1=CC=CC=C1)NC(=O)C2=NC=CN=C2)(O)O. Drug 2: CC1=C(C(=CC=C1)Cl)NC(=O)C2=CN=C(S2)NC3=CC(=NC(=N3)C)N4CCN(CC4)CCO. Cell line: HT29. Synergy scores: CSS=64.7, Synergy_ZIP=1.66, Synergy_Bliss=1.72, Synergy_Loewe=0.378, Synergy_HSA=2.65. (5) Drug 1: CC1=C(C=C(C=C1)C(=O)NC2=CC(=CC(=C2)C(F)(F)F)N3C=C(N=C3)C)NC4=NC=CC(=N4)C5=CN=CC=C5. Drug 2: COC1=C2C(=CC3=C1OC=C3)C=CC(=O)O2. Cell line: K-562. Synergy scores: CSS=10.2, Synergy_ZIP=1.43, Synergy_Bliss=1.13, Synergy_Loewe=-3.38, Synergy_HSA=-3.27. (6) Drug 1: CN1C(=O)N2C=NC(=C2N=N1)C(=O)N. Drug 2: CC12CCC3C(C1CCC2OP(=O)(O)O)CCC4=C3C=CC(=C4)OC(=O)N(CCCl)CCCl.[Na+]. Cell line: NCI-H226. Synergy scores: CSS=23.5, Synergy_ZIP=-4.81, Synergy_Bliss=-2.50, Synergy_Loewe=-10.9, Synergy_HSA=-4.43. (7) Drug 1: CC1=C2C(C(=O)C3(C(CC4C(C3C(C(C2(C)C)(CC1OC(=O)C(C(C5=CC=CC=C5)NC(=O)OC(C)(C)C)O)O)OC(=O)C6=CC=CC=C6)(CO4)OC(=O)C)O)C)O. Drug 2: C1=NNC2=C1C(=O)NC=N2. Cell line: MALME-3M. Synergy scores: CSS=16.9, Synergy_ZIP=1.51, Synergy_Bliss=-2.59, Synergy_Loewe=-90.5, Synergy_HSA=-2.48.